Regression/Classification. Given a drug SMILES string, predict its absorption, distribution, metabolism, or excretion properties. Task type varies by dataset: regression for continuous measurements (e.g., permeability, clearance, half-life) or binary classification for categorical outcomes (e.g., BBB penetration, CYP inhibition). Dataset: cyp2c9_veith. From a dataset of CYP2C9 inhibition data for predicting drug metabolism from PubChem BioAssay. (1) The compound is CC(C)=NO[C@@H](C)c1cc(-c2c(C)cc(C)cc2C)no1. The result is 0 (non-inhibitor). (2) The drug is N#Cc1cc2c(nc1SC1CCCCC1O)CCCC2. The result is 1 (inhibitor).